This data is from Reaction yield outcomes from USPTO patents with 853,638 reactions. The task is: Predict the reaction yield, written as a fraction of the theoretical maximum amount of product (1.0 means a 100% yield; for example, 0.34 means a 34% yield). (1) The product is [OH:11][C@H:10]1[C@@H:9]([CH2:8][OH:7])[O:14][C@@H:13]([N:15]2[CH:20]=[CH:19][C:18](=[S:21])[NH:17][C:16]2=[O:22])[C@H:12]1[CH3:23]. The reactants are C([Si]1(C(C)C)[O:11][C@@H:10]2[C@H:12]([CH3:23])[C@H:13]([N:15]3[CH:20]=[CH:19][C:18](=[S:21])[NH:17][C:16]3=[O:22])[O:14][C@@H:9]2[CH2:8][O:7][Si](C(C)C)(C(C)C)O1)(C)C.CCCC[N+](CCCC)(CCCC)CCCC.[F-]. The yield is 0.580. No catalyst specified. (2) The reactants are [F:1][C:2]1[CH:7]=[C:6]([N+:8]([O-:10])=[O:9])[CH:5]=[CH:4][C:3]=1[NH2:11].[Br:12]Br.C([O-])(O)=O.[Na+]. The catalyst is CC(O)=O. The product is [Br:12][C:4]1[CH:5]=[C:6]([N+:8]([O-:10])=[O:9])[CH:7]=[C:2]([F:1])[C:3]=1[NH2:11]. The yield is 0.970. (3) The reactants are [CH3:1][C:2]1[CH:3]=[C:4]([NH2:9])[CH:5]=[CH:6][C:7]=1[CH3:8].[H-].[Na+].F[C:13]1[CH:18]=[CH:17][N:16]=[C:15]([C:19]2[CH:24]=[C:23]([N:25]3[CH2:30][CH2:29][CH2:28][CH2:27][CH2:26]3)[CH:22]=[CH:21][C:20]=2[N+:31]([O-:33])=[O:32])[CH:14]=1. The catalyst is CN(C)C=O. The product is [CH3:1][C:2]1[CH:3]=[C:4]([NH:9][C:13]2[CH:18]=[CH:17][N:16]=[C:15]([C:19]3[CH:24]=[C:23]([N:25]4[CH2:26][CH2:27][CH2:28][CH2:29][CH2:30]4)[CH:22]=[CH:21][C:20]=3[N+:31]([O-:33])=[O:32])[CH:14]=2)[CH:5]=[CH:6][C:7]=1[CH3:8]. The yield is 0.370. (4) The reactants are [Cl:1][C:2]1[C:3]([OH:26])=[C:4]([CH2:12][N:13]2[CH2:18][CH2:17][N:16]([C:19]([O:21][C:22]([CH3:25])([CH3:24])[CH3:23])=[O:20])[CH2:15][CH2:14]2)[C:5]2[O:9][CH2:8][C:7](=[O:10])[C:6]=2[CH:11]=1.[NH:27]1[C:35]2[C:30](=[CH:31][CH:32]=[CH:33][CH:34]=2)[C:29]([CH:36]=O)=[N:28]1.N1CCCCC1. The catalyst is CO. The product is [NH:27]1[C:35]2[C:30](=[CH:31][CH:32]=[CH:33][CH:34]=2)[C:29](/[CH:36]=[C:8]2\[O:9][C:5]3[C:4]([CH2:12][N:13]4[CH2:18][CH2:17][N:16]([C:19]([O:21][C:22]([CH3:23])([CH3:25])[CH3:24])=[O:20])[CH2:15][CH2:14]4)=[C:3]([OH:26])[C:2]([Cl:1])=[CH:11][C:6]=3[C:7]\2=[O:10])=[N:28]1. The yield is 0.660. (5) The reactants are [C:1]([C:4]1[CH:11]=[CH:10][C:7]([CH:8]=[O:9])=[CH:6][CH:5]=1)([OH:3])=[O:2].C(=O)([O-])[O-].[Cs+].[Cs+].[CH2:18](Br)[C:19]1[CH:24]=[CH:23][CH:22]=[CH:21][CH:20]=1. The catalyst is CN(C=O)C. The product is [CH:8]([C:7]1[CH:10]=[CH:11][C:4]([C:1]([O:3][CH2:18][C:19]2[CH:24]=[CH:23][CH:22]=[CH:21][CH:20]=2)=[O:2])=[CH:5][CH:6]=1)=[O:9]. The yield is 0.970. (6) The reactants are [O:1]=[S:2]1(=[O:50])[CH2:7][CH2:6][N:5]([CH2:8][CH2:9][NH:10][C@:11]23[CH2:46][CH2:45][C@@H:44]([C:47]([CH3:49])=[CH2:48])[C@@H:12]2[C@@H:13]2[C@@:26]([CH3:29])([CH2:27][CH2:28]3)[C@@:25]3([CH3:30])[C@@H:16]([C@:17]4([CH3:43])[C@@H:22]([CH2:23][CH2:24]3)[C:21]([CH3:32])([CH3:31])[C:20]([C:33]3[CH:42]=[CH:41][C:36]([C:37]([O:39][CH3:40])=[O:38])=[CH:35][CH:34]=3)=[CH:19][CH2:18]4)[CH2:15][CH2:14]2)[CH2:4][CH2:3]1.C1([SiH3])C=CC=CC=1.O=O.C(O)(C(F)(F)F)=[O:61]. The catalyst is C1COCC1.C/C(/O)=C\C(C)=O.C/C(/O)=C/C(C)=O.[Co]. The product is [O:50]=[S:2]1(=[O:1])[CH2:7][CH2:6][N:5]([CH2:8][CH2:9][NH:10][C@:11]23[CH2:46][CH2:45][C@@H:44]([C:47]([OH:61])([CH3:49])[CH3:48])[C@@H:12]2[C@@H:13]2[C@@:26]([CH3:29])([CH2:27][CH2:28]3)[C@@:25]3([CH3:30])[C@@H:16]([C@:17]4([CH3:43])[C@@H:22]([CH2:23][CH2:24]3)[C:21]([CH3:32])([CH3:31])[C:20]([C:33]3[CH:42]=[CH:41][C:36]([C:37]([O:39][CH3:40])=[O:38])=[CH:35][CH:34]=3)=[CH:19][CH2:18]4)[CH2:15][CH2:14]2)[CH2:4][CH2:3]1. The yield is 0.290. (7) The reactants are Br[C:2]1[CH:3]=[C:4]2[C:9](=[CH:10][CH:11]=1)[O:8][C:7]([CH3:13])([CH3:12])[CH:6]=[CH:5]2.C([Li])CCC.[B:19](OC(C)C)([O:24]C(C)C)[O:20]C(C)C.Cl. The catalyst is O1CCCC1. The product is [CH3:12][C:7]1([CH3:13])[CH:6]=[CH:5][C:4]2[C:9](=[CH:10][CH:11]=[C:2]([B:19]([OH:24])[OH:20])[CH:3]=2)[O:8]1. The yield is 0.820. (8) The reactants are FC(F)(F)S(O[C:7]1[CH:8]=[N:9][N:10]([CH:14]2[CH2:19][CH2:18][CH2:17][CH2:16][O:15]2)[C:11](=[O:13])[CH:12]=1)(=O)=O.[F:22][C:23]([F:34])([F:33])[C:24]1[CH:29]=[CH:28][C:27](B(O)O)=[CH:26][CH:25]=1. No catalyst specified. The product is [O:15]1[CH2:16][CH2:17][CH2:18][CH2:19][CH:14]1[N:10]1[C:11](=[O:13])[CH:12]=[C:7]([C:27]2[CH:28]=[CH:29][C:24]([C:23]([F:34])([F:33])[F:22])=[CH:25][CH:26]=2)[CH:8]=[N:9]1. The yield is 0.200.